This data is from Reaction yield outcomes from USPTO patents with 853,638 reactions. The task is: Predict the reaction yield, written as a fraction of the theoretical maximum amount of product (1.0 means a 100% yield; for example, 0.34 means a 34% yield). (1) The reactants are [Cl:1][C:2]1[S:6][C:5]([N:7](CC2C=CC(OC)=CC=2OC)[S:8]([C:11]2[CH:20]=[CH:19][C:14]([C:15]([O:17][CH3:18])=[O:16])=[C:13]([F:21])[CH:12]=2)(=[O:10])=[O:9])=[N:4][CH:3]=1.Cl. The catalyst is O1CCOCC1. The product is [Cl:1][C:2]1[S:6][C:5]([NH:7][S:8]([C:11]2[CH:20]=[CH:19][C:14]([C:15]([O:17][CH3:18])=[O:16])=[C:13]([F:21])[CH:12]=2)(=[O:10])=[O:9])=[N:4][CH:3]=1. The yield is 0.710. (2) The reactants are [CH:1]1[CH:2]=[C:3]([C:17]([F:20])([F:19])[F:18])[CH:4]=[C:5]([NH:7][C:8]2[N:13]=[CH:12][CH:11]=[CH:10][C:9]=2[C:14]([OH:16])=[O:15])[CH:6]=1.[N+:21]([C:24]1[CH:29]=[CH:28][C:27](O)=[CH:26][CH:25]=1)([O-:23])=[O:22].CCN=C=NCCCN(C)C. The catalyst is C(Cl)Cl. The product is [F:20][C:17]([F:18])([F:19])[C:3]1[CH:4]=[C:5]([NH:7][C:8]2[N:13]=[CH:12][CH:11]=[CH:10][C:9]=2[C:14]([O:16][C:27]2[CH:28]=[CH:29][C:24]([N+:21]([O-:23])=[O:22])=[CH:25][CH:26]=2)=[O:15])[CH:6]=[CH:1][CH:2]=1. The yield is 0.310. (3) The reactants are [CH2:1]([C:3]1[CH:9]=[CH:8][CH:7]=[C:6]([CH2:10][CH3:11])[C:4]=1[NH2:5])[CH3:2].[Li]N([Si](C)(C)C)[Si](C)(C)C.[Br:22][C:23]1[CH:28]=[CH:27][C:26]([NH:29][C:30]2[N:35]=[C:34]3[C:36]4[N:43]([CH3:44])[N:42]=[C:41]([C:45](OCC)=[O:46])[C:37]=4[CH2:38][CH2:39][CH2:40][C:33]3=[CH:32][N:31]=2)=[C:25]([O:50][CH3:51])[CH:24]=1. The catalyst is C1COCC1. The product is [Br:22][C:23]1[CH:28]=[CH:27][C:26]([NH:29][C:30]2[N:35]=[C:34]3[C:36]4[N:43]([CH3:44])[N:42]=[C:41]([C:45]([NH:5][C:4]5[C:6]([CH2:10][CH3:11])=[CH:7][CH:8]=[CH:9][C:3]=5[CH2:1][CH3:2])=[O:46])[C:37]=4[CH2:38][CH2:39][CH2:40][C:33]3=[CH:32][N:31]=2)=[C:25]([O:50][CH3:51])[CH:24]=1. The yield is 0.950. (4) The reactants are [NH2:1][C:2]1[CH:3]=[N:4][CH:5]=[CH:6][C:7]=1[C:8]1[CH2:13][C:12]([CH3:15])([CH3:14])[CH2:11][CH:10]([N:16]2[C:24](=[O:25])[C:23]3[C:18](=[CH:19][CH:20]=[CH:21][CH:22]=3)[C:17]2=[O:26])[CH:9]=1.[H][H]. The catalyst is C(O)(=O)C.[Pd]. The product is [NH2:1][C:2]1[CH:3]=[N:4][CH:5]=[CH:6][C:7]=1[CH:8]1[CH2:9][CH:10]([N:16]2[C:17](=[O:26])[C:18]3[C:23](=[CH:22][CH:21]=[CH:20][CH:19]=3)[C:24]2=[O:25])[CH2:11][C:12]([CH3:15])([CH3:14])[CH2:13]1. The yield is 0.530. (5) The reactants are C(P(C(C)(C)C)C1C=CC=CC=1C1C=CC=CC=1)(C)(C)C.[C:22]([O:26][C:27]([N:29]1[C:41]2[CH2:40][CH:39]([C:42]([S:48]([C:51]3[CH:56]=[CH:55][CH:54]=[CH:53][CH:52]=3)(=[O:50])=[O:49])([C:44]([O:46][CH3:47])=[O:45])[CH3:43])[CH2:38][CH2:37][C:36]=2[C:35]2[C:30]1=[CH:31][CH:32]=[C:33](Br)[CH:34]=2)=[O:28])([CH3:25])([CH3:24])[CH3:23].[CH3:58][NH:59][CH3:60].C([O-])([O-])=O.[Na+].[Na+]. The catalyst is C1(C)C=CC=CC=1.C1COCC1.CCOC(C)=O.[Pd].[Pd].C(=CC(C=CC1C=CC=CC=1)=O)C1C=CC=CC=1.C(=CC(C=CC1C=CC=CC=1)=O)C1C=CC=CC=1.C(=CC(C=CC1C=CC=CC=1)=O)C1C=CC=CC=1. The product is [C:22]([O:26][C:27]([N:29]1[C:41]2[CH2:40][CH:39]([C:42]([S:48]([C:51]3[CH:56]=[CH:55][CH:54]=[CH:53][CH:52]=3)(=[O:50])=[O:49])([C:44]([O:46][CH3:47])=[O:45])[CH3:43])[CH2:38][CH2:37][C:36]=2[C:35]2[C:30]1=[CH:31][CH:32]=[C:33]([N:59]([CH3:60])[CH3:58])[CH:34]=2)=[O:28])([CH3:25])([CH3:24])[CH3:23]. The yield is 0.240.